From a dataset of Forward reaction prediction with 1.9M reactions from USPTO patents (1976-2016). Predict the product of the given reaction. (1) Given the reactants C([NH:5][C:6]1[CH:11]=[C:10]([C:12]2[C:13]([C:26]3[CH:27]=[C:28]([NH:32][C:33]([NH:35][C:36]4[CH:41]=[CH:40][C:39]([C:42]([F:45])([F:44])[F:43])=[CH:38][CH:37]=4)=[O:34])[CH:29]=[CH:30][CH:31]=3)=[N:14][N:15](CC3C=CC(OC)=CC=3)[CH:16]=2)[CH:9]=[CH:8][N:7]=1)(C)(C)C.FC(F)(F)C(O)=O.[Na], predict the reaction product. The product is: [NH2:5][C:6]1[CH:11]=[C:10]([C:12]2[C:13]([C:26]3[CH:27]=[C:28]([NH:32][C:33]([NH:35][C:36]4[CH:41]=[CH:40][C:39]([C:42]([F:44])([F:45])[F:43])=[CH:38][CH:37]=4)=[O:34])[CH:29]=[CH:30][CH:31]=3)=[N:14][NH:15][CH:16]=2)[CH:9]=[CH:8][N:7]=1. (2) Given the reactants [OH:1][C:2]1[CH:11]=[C:10]2[C:5]([C:6]([O:12][C:13]3[CH:18]=[CH:17][CH:16]=[CH:15][CH:14]=3)=[N:7][CH:8]=[N:9]2)=[CH:4][C:3]=1[O:19][CH3:20].Cl.[Cl:22][C:23]1[CH:28]=[C:27]([CH2:29]Cl)[CH:26]=[C:25]([O:31][CH3:32])[N:24]=1.C(=O)([O-])[O-].[K+].[K+], predict the reaction product. The product is: [Cl:22][C:23]1[CH:28]=[C:27]([CH2:29][O:1][C:2]2[CH:11]=[C:10]3[C:5]([C:6]([O:12][C:13]4[CH:18]=[CH:17][CH:16]=[CH:15][CH:14]=4)=[N:7][CH:8]=[N:9]3)=[CH:4][C:3]=2[O:19][CH3:20])[CH:26]=[C:25]([O:31][CH3:32])[N:24]=1. (3) The product is: [CH2:1]([C@@H:8]1[CH2:13][NH:12][CH2:11][CH2:10][N:9]1[C:14](=[O:32])[CH2:15][CH2:16][C:17]1[CH:31]=[CH:30][CH:29]=[CH:28][C:18]=1[O:19][C:20]1[CH:27]=[CH:26][CH:25]=[CH:24][C:21]=1[CH2:22][OH:23])[C:2]1[CH:7]=[CH:6][CH:5]=[CH:4][CH:3]=1. Given the reactants [CH2:1]([C@@H:8]1[CH2:13][NH:12][CH2:11][CH2:10][N:9]1[C:14](=[O:32])[CH2:15][CH2:16][C:17]1[CH:31]=[CH:30][CH:29]=[CH:28][C:18]=1[O:19][C:20]1[CH:27]=[CH:26][CH:25]=[CH:24][C:21]=1[CH:22]=[O:23])[C:2]1[CH:7]=[CH:6][CH:5]=[CH:4][CH:3]=1.[BH4-].[Na+].C([O-])(O)=O.[Na+], predict the reaction product. (4) Given the reactants Cl[C:2]1[C:11]2[C:6](=[CH:7][CH:8]=[C:9]([N:12]3[CH2:17][CH2:16][CH2:15][CH2:14][C:13]3=[O:18])[CH:10]=2)[CH:5]=[N:4][CH:3]=1.[CH3:19][N:20]1[CH:24]=[C:23]([C:25]2[CH:30]=[CH:29][C:28](B3OC(C)(C)C(C)(C)O3)=[CH:27][CH:26]=2)[CH:22]=[N:21]1.C(=O)([O-])[O-].[Na+].[Na+].C(#N)C, predict the reaction product. The product is: [CH3:19][N:20]1[CH:24]=[C:23]([C:25]2[CH:26]=[CH:27][C:28]([C:2]3[C:11]4[C:6](=[CH:7][CH:8]=[C:9]([N:12]5[CH2:17][CH2:16][CH2:15][CH2:14][C:13]5=[O:18])[CH:10]=4)[CH:5]=[N:4][CH:3]=3)=[CH:29][CH:30]=2)[CH:22]=[N:21]1. (5) Given the reactants Cl[C:2]1[N:11]=[C:10]2[C:5]([C:6](=[O:21])[C:7]([C:16]([O:18]CC)=[O:17])=[CH:8][N:9]2CCC#N)=[CH:4][C:3]=1[F:22].C(OC([NH:30][C@H:31]1[CH2:35][CH2:34][NH:33][CH2:32]1)=O)(C)(C)C, predict the reaction product. The product is: [NH2:30][C@H:31]1[CH2:35][CH2:34][N:33]([C:2]2[N:11]=[C:10]3[C:5]([C:6](=[O:21])[C:7]([C:16]([OH:18])=[O:17])=[CH:8][NH:9]3)=[CH:4][C:3]=2[F:22])[CH2:32]1. (6) Given the reactants C(OC([N:8]1[CH2:13][CH2:12][N:11]([CH2:14][C:15]2[CH:20]=[C:19]([O:21][Si:22]([C:35]([CH3:38])([CH3:37])[CH3:36])([C:29]3[CH:34]=[CH:33][CH:32]=[CH:31][CH:30]=3)[C:23]3[CH:28]=[CH:27][CH:26]=[CH:25][CH:24]=3)[CH:18]=[CH:17][C:16]=2[F:39])[C:10](=[O:40])[CH2:9]1)=O)(C)(C)C.FC(F)(F)C(O)=O.C(=O)(O)[O-].[Na+], predict the reaction product. The product is: [F:39][C:16]1[CH:17]=[CH:18][C:19]([O:21][Si:22]([C:35]([CH3:38])([CH3:37])[CH3:36])([C:23]2[CH:28]=[CH:27][CH:26]=[CH:25][CH:24]=2)[C:29]2[CH:34]=[CH:33][CH:32]=[CH:31][CH:30]=2)=[CH:20][C:15]=1[CH2:14][N:11]1[CH2:12][CH2:13][NH:8][CH2:9][C:10]1=[O:40].